From a dataset of Catalyst prediction with 721,799 reactions and 888 catalyst types from USPTO. Predict which catalyst facilitates the given reaction. (1) Reactant: [ClH:1].[NH2:2][CH2:3][C:4]1[CH:5]=[CH:6][C:7](C)=[C:8]([CH:12]=1)[C:9]([OH:11])=[O:10].FC(F)(F)C(=N[Si](C)(C)C)O[Si](C)(C)C.[C:29](Cl)([C:31]([CH3:34])([CH3:33])[CH3:32])=[O:30]. Product: [Cl:1][C:7]1[CH:6]=[CH:5][C:4]([CH2:3][NH:2][C:29]([C:31]([CH3:34])([CH3:33])[CH3:32])=[O:30])=[CH:12][C:8]=1[C:9]([OH:11])=[O:10]. The catalyst class is: 1. (2) Reactant: [I-].[NH2:2][N+:3]1[CH:8]=[CH:7][CH:6]=[CH:5][CH:4]=1.C(N(CC)C(C)C)(C)C.[Cl:18][C:19]1[N:24]=[C:23]([C:25](=O)[CH2:26][C:27]2[C:36]3[C:31](=[CH:32][CH:33]=[CH:34][CH:35]=3)[N:30]=[CH:29][CH:28]=2)[CH:22]=[CH:21][CH:20]=1. Product: [Cl:18][C:19]1[N:24]=[C:23]([C:25]2[C:26]([C:27]3[C:36]4[C:31](=[CH:32][CH:33]=[CH:34][CH:35]=4)[N:30]=[CH:29][CH:28]=3)=[C:4]3[CH:5]=[CH:6][CH:7]=[CH:8][N:3]3[N:2]=2)[CH:22]=[CH:21][CH:20]=1. The catalyst class is: 8. (3) Reactant: [CH3:1][C:2]([C:4]1[CH:9]=[CH:8][C:7]([Br:10])=[CH:6][C:5]=1[OH:11])=[O:3].[C:12]1(=O)[CH2:15][CH2:14][CH2:13]1.N1CCCC1.Cl. Product: [Br:10][C:7]1[CH:8]=[CH:9][C:4]2[C:2](=[O:3])[CH2:1][C:12]3([O:11][C:5]=2[CH:6]=1)[CH2:15][CH2:14][CH2:13]3. The catalyst class is: 11. (4) Product: [CH3:1][CH:2]([S:4]([NH:8][C:9]1[CH:10]=[C:11]([C:15]2[CH:16]=[CH:17][C:18]([C@@H:21]3[CH2:23][C@H:22]3[NH:24][C:25](=[O:31])[O:26][C:27]([CH3:29])([CH3:28])[CH3:30])=[CH:19][CH:20]=2)[CH:12]=[CH:13][CH:14]=1)(=[O:6])=[O:5])[CH3:3]. Reactant: [CH3:1][CH:2]([S:4](Cl)(=[O:6])=[O:5])[CH3:3].[NH2:8][C:9]1[CH:10]=[C:11]([C:15]2[CH:20]=[CH:19][C:18]([C@@H:21]3[CH2:23][C@H:22]3[NH:24][C:25](=[O:31])[O:26][C:27]([CH3:30])([CH3:29])[CH3:28])=[CH:17][CH:16]=2)[CH:12]=[CH:13][CH:14]=1. The catalyst class is: 17. (5) Reactant: [CH2:1]([C:6]1[N:7]=[CH:8][S:9][CH:10]=1)[C:2]([CH3:5])([CH3:4])[CH3:3].[Li]CCCC.CN([CH:19]=[O:20])C.[NH4+].[Cl-]. Product: [CH2:1]([C:6]1[N:7]=[C:8]([CH:19]=[O:20])[S:9][CH:10]=1)[C:2]([CH3:5])([CH3:4])[CH3:3]. The catalyst class is: 1.